Dataset: CYP2C19 inhibition data for predicting drug metabolism from PubChem BioAssay. Task: Regression/Classification. Given a drug SMILES string, predict its absorption, distribution, metabolism, or excretion properties. Task type varies by dataset: regression for continuous measurements (e.g., permeability, clearance, half-life) or binary classification for categorical outcomes (e.g., BBB penetration, CYP inhibition). Dataset: cyp2c19_veith. (1) The compound is CN(C)c1ccc(/C=N\NC(=O)c2cnc3ccccc3c2)cc1. The result is 0 (non-inhibitor). (2) The molecule is O=C(Nc1ccccc1)c1cc([N+](=O)[O-])ccc1Cl. The result is 1 (inhibitor).